This data is from Reaction yield outcomes from USPTO patents with 853,638 reactions. The task is: Predict the reaction yield, written as a fraction of the theoretical maximum amount of product (1.0 means a 100% yield; for example, 0.34 means a 34% yield). (1) The reactants are [F:1][C:2]1[CH:7]=[CH:6][C:5]([C:8]2[N:12]=[N:11][N:10]([CH3:13])[C:9]=2[CH2:14][O:15][C:16]2[CH:20]=[C:19]([C:21]([OH:23])=O)[O:18][N:17]=2)=[CH:4][CH:3]=1.CN(C(ON1N=NC2C=CC=CC1=2)=[N+](C)C)C.[B-](F)(F)(F)F.CCN(C(C)C)C(C)C.[NH2:55][CH:56]1[CH2:61][CH2:60][O:59][CH2:58][CH2:57]1. The catalyst is CN(C=O)C. The product is [O:59]1[CH2:60][CH2:61][CH:56]([NH:55][C:21]([C:19]2[O:18][N:17]=[C:16]([O:15][CH2:14][C:9]3[N:10]([CH3:13])[N:11]=[N:12][C:8]=3[C:5]3[CH:4]=[CH:3][C:2]([F:1])=[CH:7][CH:6]=3)[CH:20]=2)=[O:23])[CH2:57][CH2:58]1. The yield is 0.700. (2) The reactants are [CH3:1][C:2]1[CH:3]=[C:4]([CH:22]=[C:23]([CH3:34])[C:24]=1[N:25]1[CH:29]=[C:28]([C:30]([F:33])([F:32])[F:31])[CH:27]=[N:26]1)[O:5][CH:6]([CH:16]1[CH2:19][C:18]([CH3:21])([CH3:20])[CH2:17]1)[C:7]1[CH:15]=[CH:14][C:10]([C:11]([OH:13])=O)=[CH:9][CH:8]=1.Cl.[NH2:36][CH2:37][CH2:38][C:39]([O:41][CH2:42][CH3:43])=[O:40].F[P-](F)(F)(F)(F)F.N1(OC(N(C)C)=[N+](C)C)C2N=CC=CC=2N=N1.C(N(C(C)C)CC)(C)C. The catalyst is O1CCCC1. The product is [CH3:1][C:2]1[CH:3]=[C:4]([CH:22]=[C:23]([CH3:34])[C:24]=1[N:25]1[CH:29]=[C:28]([C:30]([F:32])([F:31])[F:33])[CH:27]=[N:26]1)[O:5][CH:6]([CH:16]1[CH2:19][C:18]([CH3:21])([CH3:20])[CH2:17]1)[C:7]1[CH:15]=[CH:14][C:10]([C:11]([NH:36][CH2:37][CH2:38][C:39]([O:41][CH2:42][CH3:43])=[O:40])=[O:13])=[CH:9][CH:8]=1. The yield is 0.390. (3) The reactants are [CH2:1]([O:8][C:9]1[C:14](=[O:15])[CH:13]=[CH:12]O[C:10]=1[CH3:16])[C:2]1[CH:7]=[CH:6][CH:5]=[CH:4][CH:3]=1.Cl.[F:18][C:19]([F:23])([F:22])[CH2:20][NH2:21]. The catalyst is N1C=CC=CC=1. The product is [CH2:1]([O:8][C:9]1[C:14](=[O:15])[CH:13]=[CH:12][N:21]([CH2:20][C:19]([F:23])([F:22])[F:18])[C:10]=1[CH3:16])[C:2]1[CH:3]=[CH:4][CH:5]=[CH:6][CH:7]=1. The yield is 0.600. (4) The reactants are FC(F)(F)C(O)=O.[F:8][C:9]1[CH:45]=[C:44]([F:46])[CH:43]=[CH:42][C:10]=1[O:11][C:12]1[C:13]([C:23]2[C:24]3[CH:33]=[N:32][N:31](COCC[Si](C)(C)C)[C:25]=3[C:26](=[O:30])[N:27]([CH3:29])[CH:28]=2)=[CH:14][CH:15]=[C:16]2[C:21]=1[NH:20][C:19](=[O:22])[CH2:18][NH:17]2. The catalyst is C(Cl)Cl. The product is [F:8][C:9]1[CH:45]=[C:44]([F:46])[CH:43]=[CH:42][C:10]=1[O:11][C:12]1[C:13]([C:23]2[C:24]3[CH:33]=[N:32][NH:31][C:25]=3[C:26](=[O:30])[N:27]([CH3:29])[CH:28]=2)=[CH:14][CH:15]=[C:16]2[C:21]=1[NH:20][C:19](=[O:22])[CH:18]=[N:17]2. The yield is 0.500. (5) The reactants are [OH:1][C:2]1[CH:7]=[CH:6][C:5]([C:8]2[CH:9]=[CH:10][C:11]([CH:17]=O)=[C:12]3[C:16]=2[S:15][CH:14]=[CH:13]3)=[CH:4][CH:3]=1.Cl.[NH2:20][OH:21].N1C=CC=CC=1. The catalyst is CO.CCOCC. The product is [OH:1][C:2]1[CH:7]=[CH:6][C:5]([C:8]2[CH:9]=[CH:10][C:11]([CH:17]=[N:20][OH:21])=[C:12]3[C:16]=2[S:15][CH:14]=[CH:13]3)=[CH:4][CH:3]=1. The yield is 0.920. (6) The reactants are [CH3:1][C@@H:2]([C@@H:8]1[C@@:12]2([CH3:29])[C@@H:13]([OH:28])[CH2:14][C@@H:15]3[C@@:20]4([CH3:26])[CH2:21][CH2:22][C@@H:23]([OH:25])[CH2:24][C@H:19]4[CH2:18][C@@H:17](O)[C@H:16]3[C@@H:11]2[CH2:10][CH2:9]1)[CH2:3][CH2:4][C:5](O)=[O:6].C1CCC(N=C=NC2CCCCC2)CC1.[SH:45][C:46]1[S:47][CH2:48][CH2:49][N:50]=1. The catalyst is C(Cl)Cl. The product is [OH:25][CH:23]1[CH2:24][CH:19]2[C:20]([CH3:26])([CH:15]3[CH:16]([CH2:17][CH2:18]2)[CH:11]2[C:12]([CH3:29])([CH:8]([CH:2]([CH3:1])[CH2:3][CH2:4][C:5]([N:50]4[CH2:49][CH2:48][S:47][C:46]4=[S:45])=[O:6])[CH2:9][CH2:10]2)[CH:13]([OH:28])[CH2:14]3)[CH2:21][CH2:22]1. The yield is 0.820. (7) The reactants are [NH2:1][C:2]1[CH:10]=[CH:9][C:8]([I:11])=[CH:7][C:3]=1[C:4](O)=[O:5].[CH:12]([NH2:14])=O. The catalyst is O. The product is [I:11][C:8]1[CH:7]=[C:3]2[C:2](=[CH:10][CH:9]=1)[N:1]=[CH:12][NH:14][C:4]2=[O:5]. The yield is 0.810. (8) The reactants are [F:1][C:2]1[CH:7]=[CH:6][C:5]([N:8]2[CH2:13][CH2:12][N:11]([S:14]([CH2:17][CH:18]([NH:29][OH:30])[C:19]#[C:20][C:21]3[CH:26]=[CH:25][CH:24]=[C:23]([O:27][CH3:28])[CH:22]=3)(=[O:16])=[O:15])[CH2:10][CH2:9]2)=[CH:4][CH:3]=1.[CH:31](OC(=O)C)=[O:32]. The catalyst is C1COCC1. The product is [F:1][C:2]1[CH:7]=[CH:6][C:5]([N:8]2[CH2:13][CH2:12][N:11]([S:14]([CH2:17][CH:18]([N:29]([OH:30])[CH:31]=[O:32])[C:19]#[C:20][C:21]3[CH:26]=[CH:25][CH:24]=[C:23]([O:27][CH3:28])[CH:22]=3)(=[O:16])=[O:15])[CH2:10][CH2:9]2)=[CH:4][CH:3]=1. The yield is 0.240.